From a dataset of Forward reaction prediction with 1.9M reactions from USPTO patents (1976-2016). Predict the product of the given reaction. (1) Given the reactants C(O[C:9](=[O:39])[C@H:10]([NH:31][C:32]([O:34][C:35]([CH3:38])([CH3:37])[CH3:36])=[O:33])[CH2:11][CH2:12][C:13]1[N:17]([CH2:18][CH:19]2[CH2:24][CH2:23][CH2:22][CH2:21][CH2:20]2)[C:16]2[CH:25]=[C:26]([CH3:30])[C:27]([CH3:29])=[CH:28][C:15]=2[N:14]=1)C1C=CC=CC=1.CCN=C=NCCCN(C)C.Cl.C1C=CC2N(O)N=NC=2C=1.[C:62]([O:81][NH2:82])([C:75]1[CH:80]=[CH:79][CH:78]=[CH:77][CH:76]=1)([C:69]1[CH:74]=[CH:73][CH:72]=[CH:71][CH:70]=1)[C:63]1[CH:68]=[CH:67][CH:66]=[CH:65][CH:64]=1, predict the reaction product. The product is: [C:35]([O:34][C:32]([NH:31][C@H:10]([CH2:11][CH2:12][C:13]1[N:17]([CH2:18][CH:19]2[CH2:24][CH2:23][CH2:22][CH2:21][CH2:20]2)[C:16]2[CH:25]=[C:26]([CH3:30])[C:27]([CH3:29])=[CH:28][C:15]=2[N:14]=1)[C:9]([NH:82][O:81][C:62]([C:63]1[CH:68]=[CH:67][CH:66]=[CH:65][CH:64]=1)([C:75]1[CH:76]=[CH:77][CH:78]=[CH:79][CH:80]=1)[C:69]1[CH:70]=[CH:71][CH:72]=[CH:73][CH:74]=1)=[O:39])=[O:33])([CH3:38])([CH3:36])[CH3:37]. (2) Given the reactants [Cl:1][C:2]1[CH:7]=[CH:6][C:5]([C:8]2[C:17]3[C:12](=[CH:13][CH:14]=[CH:15][CH:16]=3)[CH:11]=[C:10]([CH3:18])[C:9]=2I)=[CH:4][CH:3]=1.[CH2:20]([Sn](CCCC)(CCCC)C=C)[CH2:21]CC, predict the reaction product. The product is: [Cl:1][C:2]1[CH:7]=[CH:6][C:5]([C:8]2[C:17]3[C:12](=[CH:13][CH:14]=[CH:15][CH:16]=3)[CH:11]=[C:10]([CH3:18])[C:9]=2[CH:20]=[CH2:21])=[CH:4][CH:3]=1. (3) Given the reactants [O:1]=[C:2]1[C:7]2[O:8][C:9]([C:17]3[CH:22]=[CH:21][C:20]([C:23]4([NH:27][C:28](=[O:34])[O:29][C:30]([CH3:33])([CH3:32])[CH3:31])[CH2:26][CH2:25][CH2:24]4)=[CH:19][CH:18]=3)=[C:10]([C:11]3[CH:16]=[CH:15][CH:14]=[CH:13][CH:12]=3)[C:6]=2[CH:5]=[CH:4][NH:3]1.[CH2:35](O)[CH2:36][CH2:37][OH:38].C1(P(C2C=CC=CC=2)C2C=CC=CC=2)C=CC=CC=1.N(C(OCC)=O)=NC(OCC)=O, predict the reaction product. The product is: [OH:38][CH2:37][CH2:36][CH2:35][N:3]1[CH:4]=[CH:5][C:6]2[C:10]([C:11]3[CH:12]=[CH:13][CH:14]=[CH:15][CH:16]=3)=[C:9]([C:17]3[CH:22]=[CH:21][C:20]([C:23]4([NH:27][C:28](=[O:34])[O:29][C:30]([CH3:31])([CH3:33])[CH3:32])[CH2:24][CH2:25][CH2:26]4)=[CH:19][CH:18]=3)[O:8][C:7]=2[C:2]1=[O:1]. (4) The product is: [CH3:1][C:2]([O:4][C:5]1[CH:6]=[CH:7][CH:8]=[CH:9][C:10]=1[C:11]([OH:13])=[O:12])=[O:3].[N:14]1[CH:19]=[CH:18][C:17]([C:20]2[CH:25]=[CH:24][N:23]=[CH:22][CH:21]=2)=[CH:16][CH:15]=1. Given the reactants [CH3:1][C:2]([O:4][C:5]1[CH:6]=[CH:7][CH:8]=[CH:9][C:10]=1[C:11]([OH:13])=[O:12])=[O:3].[N:14]1[CH:19]=[CH:18][C:17]([C:20]2[CH:25]=[CH:24][N:23]=[CH:22][CH:21]=2)=[CH:16][CH:15]=1.CCOCC, predict the reaction product. (5) Given the reactants [CH3:1][CH:2]1[CH2:6][CH2:5][CH2:4][O:3]1.[NH2:7][C@@H:8]1[CH2:13][CH2:12][CH2:11][N:10]([C:14]2[C:19]([Br:20])=[CH:18][N:17]=[C:16]3[NH:21][CH:22]=[C:23]([NH:24][C:25]([CH:27]4[CH2:29][CH2:28]4)=[O:26])[C:15]=23)[CH2:9]1, predict the reaction product. The product is: [CH3:1][CH:2]1[CH2:6][CH2:5][CH2:4][O:3]1.[NH2:7][C@@H:8]1[CH2:13][CH2:12][CH2:11][N:10]([C:14]2[C:19]([Br:20])=[CH:18][N:17]=[C:16]3[NH:21][CH:22]=[C:23]([NH:24][C:25]([CH:27]4[CH2:28][CH2:29]4)=[O:26])[C:15]=23)[CH2:9]1. (6) Given the reactants [CH:1]([C:4]1[CH:9]=[CH:8][CH:7]=[C:6]([CH:10]([CH3:12])[CH3:11])[C:5]=1[OH:13])([CH3:3])[CH3:2].[C:14](=O)([O-])[O-].[K+].[K+].CI, predict the reaction product. The product is: [CH:10]([C:6]1[CH:7]=[CH:8][CH:9]=[C:4]([CH:1]([CH3:3])[CH3:2])[C:5]=1[O:13][CH3:14])([CH3:12])[CH3:11]. (7) Given the reactants [CH3:1][O:2][C:3]1[CH:4]=[C:5]([C:11]2[NH:15][N:14]=[C:13]([CH3:16])[C:12]=2[NH2:17])[CH:6]=[CH:7][C:8]=1[O:9][CH3:10].[C:18](Cl)(=[O:25])[C:19]1[CH:24]=[CH:23][CH:22]=[CH:21][CH:20]=1, predict the reaction product. The product is: [CH3:1][O:2][C:3]1[CH:4]=[C:5]([C:11]2[NH:15][N:14]=[C:13]([CH3:16])[C:12]=2[NH:17][C:18](=[O:25])[C:19]2[CH:24]=[CH:23][CH:22]=[CH:21][CH:20]=2)[CH:6]=[CH:7][C:8]=1[O:9][CH3:10].